From a dataset of Experimentally validated miRNA-target interactions with 360,000+ pairs, plus equal number of negative samples. Binary Classification. Given a miRNA mature sequence and a target amino acid sequence, predict their likelihood of interaction. (1) The miRNA is hsa-miR-6849-3p with sequence ACCAGCCUGUGUCCACCUCCAG. The protein sequence of the target gene is MSKPELKEDKMLEVHFVGDDDVLNHILDREGGAKLKKERAQLLVNPKKIIKKPEYDLEEDDQEVLKDQNYVEIMGRDVQESLKNGSATGGGNKVYSFQNRKHSEKMAKLASELAKTPQKSVSFSLKNDPEITINVPQSSKGHSASDKVQPKNNDKSEFLSTAPRSLRKRLIVPRSHSDSESEYSASNSEDDEGVAQEHEEDTNAVIFSQKIQAQNRVVSAPVGKETPSKRMKRDKTSDLVEEYFEAHSSSKVLTSDRTLQKLKRAKLDQQTLRNLLSKVSPSFSAELKQLNQQYEKLFHK.... Result: 1 (interaction). (2) The miRNA is mmu-miR-3070-3p with sequence UGGUGCUACCGUCAGGGGUAGA. The protein sequence of the target gene is MAMVSAMSWALYLWISACAMLLCHGSLQHTFQQHHLHRPEGGTCEVIAAHRCCNKNRIEERSQTVKCSCLPGKVAGTTRNRPSCVDASIVIGKWWCEMEPCLEGEECKTLPDNSGWMCATGNKIKTTRIHPRT. Result: 0 (no interaction). (3) The miRNA is mmu-miR-2136 with sequence CUGGGUGUUGACUGAGAUGUG. The protein sequence of the target gene is MRQTLPCIYFWGGLLPFGMLCASSTTKCTVSHEVADCSHLKLTQVPDDLPTNITVLNLTHNQLRRLPAANFTRYSQLTSLDVGFNTISKLEPELCQKLPMLKVLNLQHNELSQLSDKTFAFCTNLTELHLMSNSIQKIKNNPFVKQKNLITLDLSHNGLSSTKLGTQVQLENLQELLLSNNKIQALKSEELDIFANSSLKKLELSSNQIKEFSPGCFHAIGRLFGLFLNNVQLGPSLTEKLCLELANTSIRNLSLSNSQLSTTSNTTFLGLKWTNLTMLDLSYNNLNVVGNDSFAWLPQL.... Result: 0 (no interaction). (4) The miRNA is mmu-miR-696 with sequence GCGUGUGCUUGCUGUGGG. The protein sequence of the target gene is MSSVSSDIDGPPETKRFRIDVDTQVGIDTPSVSTNCAPPVAGEASQDGQSPAAPSSASYRSSNSSVISSSESPIKDEDVDVHDGQDDTEDIAMDVSGSTGSIVNNSEIFEMLNKTFGGVFNCDLEGIMRPSALMHPSSPPTPIQSAGIPGALAVAQSPAAQLFSGDDWSWHRNPAASIRSGGTNKQTPVWKYFVYNKTENLSRCIVGDCTYMLKGPHTSTLACHLKKHTREYSEFQKLKTEYSRTKLDQQPKIPDGAPHPLTLQTQNTPRQTGSPASTCNTNSNTSSSVSSGSGIGSGSG.... Result: 0 (no interaction). (5) The miRNA is hsa-miR-1295b-3p with sequence AAUAGGCCACGGAUCUGGGCAA. The protein sequence of the target gene is MEGTEAAAAKPAGGSPQGPKTGSGTASPVEGTSAVEWSGPEPQLDNGHPPRPWPCPQENRTSSLMAPQPPRVWGVQLQGPSVLESKVRALKEKMTVAKQGVSPCSASQEWSSPKKPQCRRGKAGRAGTPSEGSFLPGAVVAPRTQNLPDGQLDGSINEEQPARDGGPRLPRPPAPGREYCNRGSPWPPEAEWTLPDHDRGPLLGPSSLQQSPIHGVTPGRPGGPGHCNKIIHIPSPRTGRSYPFPDGVVTEADLDSTSLTSEEVFVPRTALLGERWRAGDLEALGAGSSVLSLSDRVERN.... Result: 1 (interaction). (6) The miRNA is hsa-miR-6747-3p with sequence UCCUGCCUUCCUCUGCACCAG. The protein sequence of the target gene is MAEMATATRLLGWRVASWRLRPPLAGFVSQRAHSLLPVDDAINGLSEEQRQLRQTMAKFLQEHLAPKAQEIDRSNEFKNLREFWKQLGNLGVLGITAPVQYGGSGLGYLEHVLVMEEISRASGAVGLSYGAHSNLCINQLVRNGNEAQKEKYLPKLISGEYIGALAMSEPNAGSDVVSMKLKAEKKGNHYILNGNKFWITNGPDADVLIVYAKTDLAAVPASRGITAFIVEKGMPGFSTSKKLDKLGMRGSNTCELIFEDCKIPAANILGHENKGVYVLMSGLDLERLVLAGGPLGLMQA.... Result: 1 (interaction). (7) The miRNA is hsa-miR-361-5p with sequence UUAUCAGAAUCUCCAGGGGUAC. The protein sequence of the target gene is MALQLGRLSSGPCWLVARGGCGGPRAWSQCGGGGLRAWSQRSAAGRVCRPPGPAGTEQSRGLGHGSTSRGGPWVGTGLAAALAGLVGLATAAFGHVQRAEMLPKTSGTRATSLGRPEEEEDELAHRCSSFMAPPVTDLGELRRRPGDMKTKMELLILETQAQVCQALAQVDGGANFSVDRWERKEGGGGISCVLQDGCVFEKAGVSISVVHGNLSEEAAKQMRSRGKVLKTKDGKLPFCAMGVSSVIHPKNPHAPTIHFNYRYFEVEEADGNKQWWFGGGCDLTPTYLNQEDAVHFHRTL.... Result: 1 (interaction).